From a dataset of Peptide-MHC class I binding affinity with 185,985 pairs from IEDB/IMGT. Regression. Given a peptide amino acid sequence and an MHC pseudo amino acid sequence, predict their binding affinity value. This is MHC class I binding data. The peptide sequence is DGAEGINPY. The MHC is HLA-A24:03 with pseudo-sequence HLA-A24:03. The binding affinity (normalized) is 0.0847.